From a dataset of Forward reaction prediction with 1.9M reactions from USPTO patents (1976-2016). Predict the product of the given reaction. (1) The product is: [C:65]([C:64]1[CH:63]=[CH:62][C:61]([C:59]2[N:60]=[C:56]([C@@H:48]([NH:47][C:6](=[O:7])[C:5]3[CH:10]=[CH:11][C:2]([C:13]#[N:14])=[CH:3][C:4]=3[CH2:40][CH3:41])[CH2:49][C:50]3[CH:51]=[CH:52][CH:53]=[CH:54][CH:55]=3)[NH:57][CH:58]=2)=[CH:69][CH:68]=1)(=[O:66])[NH2:67]. Given the reactants Br[C:2]1[CH:11]=[CH:10][C:5]([C:6](OC)=[O:7])=[C:4](Cl)[CH:3]=1.[CH3:13][N:14]([P+](ON1N=NC2C=CC=CC1=2)(N(C)C)N(C)C)C.F[P-](F)(F)(F)(F)F.[CH2:40](N(CC)CC)[CH3:41].[NH2:47][C@H:48]([C:56]1[NH:57][CH:58]=[C:59]([C:61]2[CH:69]=[CH:68][C:64]([C:65]([NH2:67])=[O:66])=[CH:63][CH:62]=2)[N:60]=1)[CH2:49][C:50]1[CH:55]=[CH:54][CH:53]=[CH:52][CH:51]=1, predict the reaction product. (2) Given the reactants [CH:1]12[CH2:7][CH:4]([CH:5]=[CH:6]1)[CH2:3][N:2]2[C:8]([O:10][CH2:11][C:12]1[CH:17]=[CH:16][CH:15]=[CH:14][CH:13]=1)=[O:9].CSC.B.[OH-:22].[Na+].OO, predict the reaction product. The product is: [OH:22][CH:5]1[CH2:6][CH:1]2[CH2:7][CH:4]1[CH2:3][N:2]2[C:8]([O:10][CH2:11][C:12]1[CH:13]=[CH:14][CH:15]=[CH:16][CH:17]=1)=[O:9]. (3) Given the reactants S(Cl)([Cl:3])=O.[CH2:5]([C:9]1[N:10]([CH2:23][CH2:24]O)[C:11]2[C:20]3[CH:19]=[CH:18][CH:17]=[CH:16][C:15]=3[N:14]=[C:13]([NH2:21])[C:12]=2[N:22]=1)[CH2:6][CH2:7][CH3:8].CN(C)C=O, predict the reaction product. The product is: [CH2:5]([C:9]1[N:10]([CH2:23][CH2:24][Cl:3])[C:11]2[C:20]3[CH:19]=[CH:18][CH:17]=[CH:16][C:15]=3[N:14]=[C:13]([NH2:21])[C:12]=2[N:22]=1)[CH2:6][CH2:7][CH3:8]. (4) Given the reactants O=C(CC)CC(OCC)=O.[N:11]1[CH:16]=[CH:15][CH:14]=[CH:13][C:12]=1[NH:17][NH2:18].[CH:19]1([C:22]2N(C(C)C)N=[CH:24][C:23]=2[CH:30]=[O:31])C[CH2:20]1, predict the reaction product. The product is: [CH2:19]([C:22]1[N:17]([C:12]2[CH:13]=[CH:14][CH:15]=[CH:16][N:11]=2)[N:18]=[CH:24][C:23]=1[CH:30]=[O:31])[CH3:20]. (5) Given the reactants [NH2:1][CH2:2][CH:3]1[CH2:8][CH2:7][N:6]([CH2:9][C:10]2[CH:15]=[CH:14][CH:13]=[CH:12][CH:11]=2)[CH2:5][CH2:4]1.[OH-].[K+].[C:18]([O:22][C:23](O[C:23]([O:22][C:18]([CH3:21])([CH3:20])[CH3:19])=[O:24])=[O:24])([CH3:21])([CH3:20])[CH3:19], predict the reaction product. The product is: [CH2:9]([N:6]1[CH2:5][CH2:4][CH:3]([CH2:2][NH:1][C:23]([O:22][C:18]([CH3:21])([CH3:20])[CH3:19])=[O:24])[CH2:8][CH2:7]1)[C:10]1[CH:15]=[CH:14][CH:13]=[CH:12][CH:11]=1. (6) Given the reactants [O-]P([O-])([O-])=O.[K+].[K+].[K+].CN(C)[C@@H]1CCCC[C@H]1N.[OH:19][C@H:20]([C@H:28]1[O:33][C@@H:32]([CH3:34])[CH2:31][NH:30][C:29]1=[O:35])[C:21]([O:23][C:24]([CH3:27])([CH3:26])[CH3:25])=[O:22].[Cl:36][C:37]1[N:38]=[N:39][CH:40]=[C:41]([N:43]2[CH:47]=[CH:46][C:45](I)=[N:44]2)[CH:42]=1, predict the reaction product. The product is: [Cl:36][C:37]1[N:38]=[N:39][CH:40]=[C:41]([N:43]2[CH:47]=[CH:46][C:45]([N:30]3[CH2:31][C@H:32]([CH3:34])[O:33][C@H:28]([C@@H:20]([OH:19])[C:21]([O:23][C:24]([CH3:27])([CH3:25])[CH3:26])=[O:22])[C:29]3=[O:35])=[N:44]2)[CH:42]=1.